From a dataset of Forward reaction prediction with 1.9M reactions from USPTO patents (1976-2016). Predict the product of the given reaction. (1) Given the reactants [CH3:1][C:2]1[CH:7]=[CH:6][N:5]2[C:8]([C:11]3[CH:16]=[CH:15][CH:14]=[C:13](B4OC(C)(C)C(C)(C)O4)[CH:12]=3)=[CH:9][N:10]=[C:4]2[N:3]=1.Br[C:27]1[CH:32]=[CH:31][CH:30]=[CH:29][N:28]=1, predict the reaction product. The product is: [CH3:1][C:2]1[CH:7]=[CH:6][N:5]2[C:8]([C:11]3[CH:16]=[CH:15][CH:14]=[C:13]([C:27]4[CH:32]=[CH:31][CH:30]=[CH:29][N:28]=4)[CH:12]=3)=[CH:9][N:10]=[C:4]2[N:3]=1. (2) Given the reactants [CH2:1]([OH:5])[CH2:2][CH:3]=[CH2:4].Cl[CH2:7][C:8]1[CH:9]=[C:10]([CH:14]=[CH:15][CH:16]=1)[C:11]([OH:13])=[O:12].[H-].[Na+].CC(=C)COCC1C=C(C=CC=1)C(O)=O, predict the reaction product. The product is: [CH2:1]([O:5][CH2:7][C:8]1[CH:9]=[C:10]([CH:14]=[CH:15][CH:16]=1)[C:11]([OH:13])=[O:12])[CH2:2][CH:3]=[CH2:4]. (3) Given the reactants [NH2:1][C:2]1[N:7]=[C:6]([CH3:8])[C:5]([CH2:9][CH2:10][CH2:11][NH:12][CH2:13][C:14]2[CH:15]=[C:16]([CH2:20][C:21]([O:23][CH3:24])=[O:22])[CH:17]=[CH:18][CH:19]=2)=[C:4]([NH:25][CH2:26][CH2:27][CH2:28][CH2:29][CH3:30])[N:3]=1.[Cl:31][CH2:32][C:33](Cl)=[O:34], predict the reaction product. The product is: [NH2:1][C:2]1[N:7]=[C:6]([CH3:8])[C:5]([CH2:9][CH2:10][CH2:11][N:12]([CH2:13][C:14]2[CH:15]=[C:16]([CH2:20][C:21]([O:23][CH3:24])=[O:22])[CH:17]=[CH:18][CH:19]=2)[C:33](=[O:34])[CH2:32][Cl:31])=[C:4]([NH:25][CH2:26][CH2:27][CH2:28][CH2:29][CH3:30])[N:3]=1. (4) The product is: [O:16]([C:9]1[C:8]2[C:13](=[CH:14][CH:15]=[C:6]([CH:5]=[CH:4][CH2:3][OH:2])[CH:7]=2)[N:12]=[CH:11][N:10]=1)[C:17]1[CH:18]=[CH:19][CH:20]=[CH:21][CH:22]=1. Given the reactants C[O:2][C:3](=O)[CH:4]=[CH:5][C:6]1[CH:7]=[C:8]2[C:13](=[CH:14][CH:15]=1)[N:12]=[CH:11][N:10]=[C:9]2[O:16][C:17]1[CH:22]=[CH:21][CH:20]=[CH:19][CH:18]=1.CC(C[AlH]CC(C)C)C, predict the reaction product. (5) Given the reactants [Si:1]([O:8][CH2:9][CH2:10][CH2:11][NH:12][C:13]1[CH:18]=[CH:17][C:16]([NH2:19])=[CH:15][CH:14]=1)([C:4]([CH3:7])([CH3:6])[CH3:5])([CH3:3])[CH3:2].[Cl:20][C:21]1[CH:22]=[CH:23][C:24]([NH:27][C:28]([C:30]2[C:31]([C:36](O)=[O:37])=[N:32][CH:33]=[CH:34][N:35]=2)=[O:29])=[N:25][CH:26]=1, predict the reaction product. The product is: [Si:1]([O:8][CH2:9][CH2:10][CH2:11][NH:12][C:13]1[CH:14]=[CH:15][C:16]([NH:19][C:36]([C:31]2[C:30]([C:28]([NH:27][C:24]3[CH:23]=[CH:22][C:21]([Cl:20])=[CH:26][N:25]=3)=[O:29])=[N:35][CH:34]=[CH:33][N:32]=2)=[O:37])=[CH:17][CH:18]=1)([C:4]([CH3:6])([CH3:7])[CH3:5])([CH3:3])[CH3:2]. (6) Given the reactants [N-]=[N+]=[N-].[N:4]([C:7]([C:10]1[CH:15]=[CH:14][C:13]([Cl:16])=[C:12]([CH3:17])[CH:11]=1)([CH3:9])[CH3:8])=[N+]=[N-], predict the reaction product. The product is: [Cl:16][C:13]1[CH:14]=[CH:15][C:10]([C:7]([NH2:4])([CH3:8])[CH3:9])=[CH:11][C:12]=1[CH3:17]. (7) Given the reactants [C:1]1([S:7]([NH:10][C@@H:11]([CH2:25][C:26]2[CH:31]=[CH:30][C:29]([OH:32])=[C:28]([NH:33][CH3:34])[CH:27]=2)[C:12]([NH:14][CH2:15][CH2:16][CH2:17][CH2:18][C:19]2[CH:24]=[CH:23][CH:22]=[CH:21][CH:20]=2)=[O:13])(=[O:9])=[O:8])[CH:6]=[CH:5][CH:4]=[CH:3][CH:2]=1.[CH:35]1[CH:40]=[CH:39][C:38]([CH2:41][O:42][C:43](Cl)=[O:44])=[CH:37][CH:36]=1, predict the reaction product. The product is: [CH2:41]([O:42][C:43](=[O:44])[N:33]([C:28]1[CH:27]=[C:26]([CH2:25][C@H:11]([NH:10][S:7]([C:1]2[CH:6]=[CH:5][CH:4]=[CH:3][CH:2]=2)(=[O:9])=[O:8])[C:12](=[O:13])[NH:14][CH2:15][CH2:16][CH2:17][CH2:18][C:19]2[CH:24]=[CH:23][CH:22]=[CH:21][CH:20]=2)[CH:31]=[CH:30][C:29]=1[OH:32])[CH3:34])[C:38]1[CH:39]=[CH:40][CH:35]=[CH:36][CH:37]=1. (8) Given the reactants [CH2:1]([N:3]([C:31](=O)[C:32]1[CH:37]=[CH:36][C:35]([OH:38])=[C:34]([F:39])[CH:33]=1)[C:4]1[CH:9]=[C:8]([O:10][CH3:11])[C:7]([O:12][CH3:13])=[CH:6][C:5]=1[C@@H:14]1[CH2:23][CH2:22][C:21]2[CH:20]=[C:19]([O:24]C(=O)C(C)(C)C)[CH:18]=[CH:17][C:16]=2[CH2:15]1)[CH3:2].Cl[CH2:42][C:43]([N:45]([CH3:52])[CH2:46][C@@H:47]1[CH2:51][CH2:50][CH2:49][O:48]1)=O, predict the reaction product. The product is: [CH2:1]([N:3]([CH2:31][C:32]1[CH:37]=[CH:36][C:35]([O:38][CH2:42][CH2:43][N:45]([CH3:52])[CH2:46][C@@H:47]2[CH2:51][CH2:50][CH2:49][O:48]2)=[C:34]([F:39])[CH:33]=1)[C:4]1[CH:9]=[C:8]([O:10][CH3:11])[C:7]([O:12][CH3:13])=[CH:6][C:5]=1[C@@H:14]1[CH2:23][CH2:22][C:21]2[CH:20]=[C:19]([OH:24])[CH:18]=[CH:17][C:16]=2[CH2:15]1)[CH3:2].